From a dataset of Human liver microsome stability data. Regression/Classification. Given a drug SMILES string, predict its absorption, distribution, metabolism, or excretion properties. Task type varies by dataset: regression for continuous measurements (e.g., permeability, clearance, half-life) or binary classification for categorical outcomes (e.g., BBB penetration, CYP inhibition). Dataset: hlm. The molecule is CN1CCN(c2ncnc3c2oc2ccc(Cl)cc23)CC1. The result is 1 (stable in human liver microsomes).